Dataset: Full USPTO retrosynthesis dataset with 1.9M reactions from patents (1976-2016). Task: Predict the reactants needed to synthesize the given product. (1) Given the product [CH3:1][C:2]1[C:6]([C:7]2[C:16]3[O:15][CH:14]([C:17]([NH:32][CH2:31][CH3:30])=[O:18])[CH:13]([C:20]4[CH:21]=[CH:22][CH:23]=[CH:24][CH:25]=4)[N:12]4[C:26](=[O:28])[NH:27][C:10]([C:11]=34)=[CH:9][CH:8]=2)=[C:5]([CH3:29])[O:4][N:3]=1, predict the reactants needed to synthesize it. The reactants are: [CH3:1][C:2]1[C:6]([C:7]2[C:16]3[O:15][CH:14]([C:17](O)=[O:18])[CH:13]([C:20]4[CH:25]=[CH:24][CH:23]=[CH:22][CH:21]=4)[N:12]4[C:26](=[O:28])[NH:27][C:10]([C:11]=34)=[CH:9][CH:8]=2)=[C:5]([CH3:29])[O:4][N:3]=1.[CH3:30][CH2:31][N:32](C(C)C)C(C)C.CN(C(ON1N=NC2C=CC=NC1=2)=[N+](C)C)C.F[P-](F)(F)(F)(F)F.C(N)C.C1COCC1. (2) The reactants are: NN1[CH2:7][CH2:6]CCC1.[Cl:8]CCl.Cl[C:12]1[CH:17]=[C:16](Cl)C=C[C:13]=1[C:19]1[NH:23][N:22]=C([C:24]([OH:26])=[O:25])C=1C. Given the product [CH2:6]([O:26][C:24]([Cl:8])=[O:25])[CH3:7].[NH2:22][N:23]1[CH2:16][CH2:17][CH2:12][CH2:13][CH2:19]1, predict the reactants needed to synthesize it. (3) Given the product [C:1]([C:18]1[C:17]([CH3:38])([CH3:37])[O:16][C:15]2[CH:14]=[C:13]([O:12][CH3:11])[C:22]3[C:23](=[O:36])[C:24]4[CH:25]=[C:26]5[CH:35]=[CH:34][CH:33]=[CH:32][C:27]5=[N:28][C:29]=4[N:30]([CH3:31])[C:21]=3[C:20]=2[CH:19]=1)(=[O:5])[CH2:2][CH2:3][CH3:4], predict the reactants needed to synthesize it. The reactants are: [C:1](Cl)(=[O:5])[CH2:2][CH2:3][CH3:4].[Al+3].[Cl-].[Cl-].[Cl-].[CH3:11][O:12][C:13]1[C:22]2[C:23](=[O:36])[C:24]3[CH:25]=[C:26]4[CH:35]=[CH:34][CH:33]=[CH:32][C:27]4=[N:28][C:29]=3[N:30]([CH3:31])[C:21]=2[C:20]2[CH:19]=[CH:18][C:17]([CH3:38])([CH3:37])[O:16][C:15]=2[CH:14]=1.Cl. (4) Given the product [C:8]([C:10]1[CH:15]=[CH:14][C:13]([C:16]2[CH:17]=[N:18][N:19]([C:22]3[CH:30]=[CH:29][C:25]([C:26]([NH:42][CH2:41][CH2:40][CH2:39][N:34]4[CH2:35][CH2:36][CH2:37][CH2:38][CH:33]4[CH3:32])=[O:27])=[CH:24][N:23]=3)[C:20]=2[OH:21])=[C:12]([CH3:31])[CH:11]=1)#[N:9], predict the reactants needed to synthesize it. The reactants are: C(O)(C(F)(F)F)=O.[C:8]([C:10]1[CH:15]=[CH:14][C:13]([C:16]2[CH:17]=[N:18][N:19]([C:22]3[CH:30]=[CH:29][C:25]([C:26](O)=[O:27])=[CH:24][N:23]=3)[C:20]=2[OH:21])=[C:12]([CH3:31])[CH:11]=1)#[N:9].[CH3:32][CH:33]1[CH2:38][CH2:37][CH2:36][CH2:35][N:34]1[CH2:39][CH2:40][CH2:41][NH2:42].